Dataset: NCI-60 drug combinations with 297,098 pairs across 59 cell lines. Task: Regression. Given two drug SMILES strings and cell line genomic features, predict the synergy score measuring deviation from expected non-interaction effect. (1) Drug 1: CC1=CC2C(CCC3(C2CCC3(C(=O)C)OC(=O)C)C)C4(C1=CC(=O)CC4)C. Cell line: HT29. Synergy scores: CSS=-5.00, Synergy_ZIP=-1.15, Synergy_Bliss=-4.54, Synergy_Loewe=-8.43, Synergy_HSA=-6.42. Drug 2: CN(C)N=NC1=C(NC=N1)C(=O)N. (2) Drug 1: COC1=NC(=NC2=C1N=CN2C3C(C(C(O3)CO)O)O)N. Drug 2: COCCOC1=C(C=C2C(=C1)C(=NC=N2)NC3=CC=CC(=C3)C#C)OCCOC.Cl. Cell line: SK-MEL-28. Synergy scores: CSS=4.26, Synergy_ZIP=-1.99, Synergy_Bliss=-1.95, Synergy_Loewe=-0.492, Synergy_HSA=-0.414.